This data is from Peptide-MHC class I binding affinity with 185,985 pairs from IEDB/IMGT. The task is: Regression. Given a peptide amino acid sequence and an MHC pseudo amino acid sequence, predict their binding affinity value. This is MHC class I binding data. (1) The peptide sequence is AFNKKTFDHT. The MHC is H-2-Kb with pseudo-sequence H-2-Kb. The binding affinity (normalized) is 0.0677. (2) The peptide sequence is HVDIRTLED. The MHC is HLA-A02:01 with pseudo-sequence HLA-A02:01. The binding affinity (normalized) is 0.556. (3) The peptide sequence is ITTESIVIW. The MHC is HLA-B15:03 with pseudo-sequence HLA-B15:03. The binding affinity (normalized) is 0.258. (4) The peptide sequence is QIEYIHFLI. The MHC is Mamu-B1001 with pseudo-sequence Mamu-B1001. The binding affinity (normalized) is 0.0503. (5) The peptide sequence is TVYYGVPVWK. The MHC is HLA-A03:01 with pseudo-sequence HLA-A03:01. The binding affinity (normalized) is 0.938.